From a dataset of Reaction yield outcomes from USPTO patents with 853,638 reactions. Predict the reaction yield, written as a fraction of the theoretical maximum amount of product (1.0 means a 100% yield; for example, 0.34 means a 34% yield). The reactants are [C:1]([OH:9])(=[O:8])[C:2]1[CH:7]=[CH:6][CH:5]=[CH:4][CH:3]=1.CC1C=CC=CC=1C(O)=O.BrC1C=CC=CC=1C.C([Li])CCC.C(=O)=O.[Cl:36]C1C=CC(Br)=CC=1. No catalyst specified. The product is [Cl:36][C:5]1[CH:6]=[CH:7][C:2]([C:1]([OH:9])=[O:8])=[CH:3][CH:4]=1. The yield is 0.900.